Dataset: Full USPTO retrosynthesis dataset with 1.9M reactions from patents (1976-2016). Task: Predict the reactants needed to synthesize the given product. (1) The reactants are: [F:1][C:2]1[CH:7]=[CH:6][C:5]([C:8]2[C:9]([NH2:14])=[N:10][CH:11]=[CH:12][CH:13]=2)=[CH:4][CH:3]=1.[CH2:15]([O:17][C:18]([N:20]=[C:21]=[S:22])=[O:19])[CH3:16]. Given the product [F:1][C:2]1[CH:7]=[CH:6][C:5]([C:8]2[C:9]([NH:14][C:21]([NH:20][C:18]([O:17][CH2:15][CH3:16])=[O:19])=[S:22])=[N:10][CH:11]=[CH:12][CH:13]=2)=[CH:4][CH:3]=1, predict the reactants needed to synthesize it. (2) Given the product [Br:24][C:25]1[CH:30]=[CH:29][CH:28]=[CH:27][C:26]=1[NH:31][C:32](=[O:46])[NH:33][C:34]1[CH:39]=[CH:38][C:37]([CH2:40][C:41]([N:11]2[C@@H:7]([C:1]3[CH:2]=[CH:3][CH:4]=[CH:5][CH:6]=3)[CH2:8][CH2:9][C@H:10]2[CH2:12][O:13][C:14]2[CH:15]=[CH:16][C:17]([C:18]([O:20][CH3:21])=[O:19])=[CH:22][CH:23]=2)=[O:42])=[CH:36][C:35]=1[O:44][CH3:45], predict the reactants needed to synthesize it. The reactants are: [C:1]1([C@@H:7]2[NH:11][C@H:10]([CH2:12][O:13][C:14]3[CH:23]=[CH:22][C:17]([C:18]([O:20][CH3:21])=[O:19])=[CH:16][CH:15]=3)[CH2:9][CH2:8]2)[CH:6]=[CH:5][CH:4]=[CH:3][CH:2]=1.[Br:24][C:25]1[CH:30]=[CH:29][CH:28]=[CH:27][C:26]=1[NH:31][C:32](=[O:46])[NH:33][C:34]1[CH:39]=[CH:38][C:37]([CH2:40][C:41](O)=[O:42])=[CH:36][C:35]=1[O:44][CH3:45].CCN=C=NCCCN(C)C.Cl.O. (3) The reactants are: C[N:2]1[CH2:7][CH2:6]O[CH2:4][CH2:3]1.[F:8][C:9]([F:24])([F:23])[C:10]1[CH:11]=[C:12]2[C:17](=[CH:18][CH:19]=1)[CH2:16][N:15]([C:20](Cl)=[O:21])[CH2:14][CH2:13]2.[NH:25]1[C:29]2[CH:30]=[CH:31][C:32]([C:34]([OH:36])=O)=[CH:33][C:28]=2[N:27]=[N:26]1.F[P-](F)(F)(F)(F)F.N1(OC(N(C)C)=[N+](C)C)C2[N:49]=[CH:50][CH:51]=[CH:52][C:47]=2N=N1. Given the product [NH:25]1[C:29]2[CH:30]=[CH:31][C:32]([C:34]([N:49]3[CH2:50][C@@H:51]4[C@@H:6]5[C@H:4]([C@@H:52]4[CH2:47]3)[CH2:3][N:2]([C:20]([N:15]3[CH2:14][CH2:13][C:12]4[C:17](=[CH:18][CH:19]=[C:10]([C:9]([F:24])([F:23])[F:8])[CH:11]=4)[CH2:16]3)=[O:21])[CH2:7]5)=[O:36])=[CH:33][C:28]=2[N:27]=[N:26]1, predict the reactants needed to synthesize it. (4) The reactants are: [CH3:1][O:2][C:3]1[CH:4]=[C:5]([CH:24]=[CH:25][C:26]=1[O:27][CH2:28][C:29]1[N:30]=[C:31]([C:35]2[CH:40]=[CH:39][CH:38]=[CH:37][CH:36]=2)[O:32][C:33]=1[CH3:34])[CH2:6][O:7][C:8]1[C:12]([CH2:13][C:14]([O:16]C)=[O:15])=[CH:11][N:10]([C:18]2[CH:23]=[CH:22][CH:21]=[CH:20][CH:19]=2)[N:9]=1.[OH-].[Na+].O1CCCC1.Cl. Given the product [CH3:1][O:2][C:3]1[CH:4]=[C:5]([CH:24]=[CH:25][C:26]=1[O:27][CH2:28][C:29]1[N:30]=[C:31]([C:35]2[CH:40]=[CH:39][CH:38]=[CH:37][CH:36]=2)[O:32][C:33]=1[CH3:34])[CH2:6][O:7][C:8]1[C:12]([CH2:13][C:14]([OH:16])=[O:15])=[CH:11][N:10]([C:18]2[CH:19]=[CH:20][CH:21]=[CH:22][CH:23]=2)[N:9]=1, predict the reactants needed to synthesize it. (5) The reactants are: Cl[C:2]1[CH2:6][C@H:5]([CH:7]2[CH2:11][CH2:10][CH2:9][CH2:8]2)[N:4]([C:12]2[CH:19]=[CH:18][C:15]([C:16]#[N:17])=[C:14]([CH3:20])[N:13]=2)[N:3]=1.[CH3:21][O:22][C:23]1[CH:24]=[C:25]([CH:30]=[CH:31][C:32]=1B1OC(C)(C)C(C)(C)O1)[C:26]([O:28][CH3:29])=[O:27]. Given the product [C:16]([C:15]1[CH:18]=[CH:19][C:12]([N:4]2[C@@H:5]([CH:7]3[CH2:11][CH2:10][CH2:9][CH2:8]3)[CH2:6][C:2]([C:32]3[CH:31]=[CH:30][C:25]([C:26]([O:28][CH3:29])=[O:27])=[CH:24][C:23]=3[O:22][CH3:21])=[N:3]2)=[N:13][C:14]=1[CH3:20])#[N:17], predict the reactants needed to synthesize it. (6) Given the product [N:1]1([CH2:6][C:7]2[CH:23]=[CH:22][C:10]([CH2:11][N:12]3[C:16]4=[C:17]([NH:24][CH2:25][C:26]5[CH:27]=[C:28]6[C:33](=[CH:34][CH:35]=5)[C:32]([NH2:36])=[N:31][CH:30]=[CH:29]6)[N:18]=[CH:19][CH:20]=[C:15]4[CH:14]=[N:13]3)=[CH:9][CH:8]=2)[CH:5]=[CH:4][CH:3]=[N:2]1, predict the reactants needed to synthesize it. The reactants are: [N:1]1([CH2:6][C:7]2[CH:23]=[CH:22][C:10]([CH2:11][N:12]3[C:16]4=[C:17](Br)[N:18]=[CH:19][CH:20]=[C:15]4[CH:14]=[N:13]3)=[CH:9][CH:8]=2)[CH:5]=[CH:4][CH:3]=[N:2]1.[NH2:24][CH2:25][C:26]1[CH:27]=[C:28]2[C:33](=[CH:34][CH:35]=1)[C:32]([NH2:36])=[N:31][CH:30]=[CH:29]2. (7) The reactants are: Br[C:2]1[CH:10]=[C:9]2[C:5]([C:6]([CH2:18][CH3:19])=[N:7][N:8]2[C:11]2[CH:16]=[CH:15][C:14]([F:17])=[CH:13][CH:12]=2)=[CH:4][CH:3]=1.[CH2:20]([O:22][C:23]([CH:25]1[CH2:30][CH2:29][C:28](=[O:31])[CH2:27][CH2:26]1)=[O:24])[CH3:21]. Given the product [CH2:20]([O:22][C:23]([CH:25]1[CH2:30][CH2:29][C:28]([C:2]2[CH:10]=[C:9]3[C:5]([C:6]([CH2:18][CH3:19])=[N:7][N:8]3[C:11]3[CH:16]=[CH:15][C:14]([F:17])=[CH:13][CH:12]=3)=[CH:4][CH:3]=2)([OH:31])[CH2:27][CH2:26]1)=[O:24])[CH3:21], predict the reactants needed to synthesize it.